Predict the reaction yield, written as a fraction of the theoretical maximum amount of product (1.0 means a 100% yield; for example, 0.34 means a 34% yield). From a dataset of Reaction yield outcomes from USPTO patents with 853,638 reactions. (1) The reactants are [NH2:1][C:2]1[N:7]=[CH:6][C:5]([C:8]#[N:9])=[CH:4][N:3]=1.Cl.[NH2:11][OH:12].C(=O)([O-])[O-].[K+].[K+]. The catalyst is C(O)C. The product is [NH2:1][C:2]1[N:7]=[CH:6][C:5]([C:8]([NH:11][OH:12])=[NH:9])=[CH:4][N:3]=1. The yield is 0.720. (2) The reactants are [F:1][C:2]1[N:9]=[C:8](F)[C:7]([F:11])=[CH:6][C:3]=1[C:4]#[N:5].C(N(CC)CC)C.[CH:19]([O:22][C:23]1[NH:27][N:26]=[C:25]([NH2:28])[CH:24]=1)([CH3:21])[CH3:20]. The catalyst is C(#N)C.O. The product is [F:1][C:2]1[N:9]=[C:8]([NH:28][C:25]2[CH:24]=[C:23]([O:22][CH:19]([CH3:21])[CH3:20])[NH:27][N:26]=2)[C:7]([F:11])=[CH:6][C:3]=1[C:4]#[N:5]. The yield is 0.0900.